Dataset: NCI-60 drug combinations with 297,098 pairs across 59 cell lines. Task: Regression. Given two drug SMILES strings and cell line genomic features, predict the synergy score measuring deviation from expected non-interaction effect. (1) Drug 1: CC12CCC3C(C1CCC2=O)CC(=C)C4=CC(=O)C=CC34C. Drug 2: CCC(=C(C1=CC=CC=C1)C2=CC=C(C=C2)OCCN(C)C)C3=CC=CC=C3.C(C(=O)O)C(CC(=O)O)(C(=O)O)O. Cell line: NCI-H226. Synergy scores: CSS=28.7, Synergy_ZIP=7.27, Synergy_Bliss=1.84, Synergy_Loewe=0.337, Synergy_HSA=0.109. (2) Drug 1: CN(CC1=CN=C2C(=N1)C(=NC(=N2)N)N)C3=CC=C(C=C3)C(=O)NC(CCC(=O)O)C(=O)O. Drug 2: C1=NNC2=C1C(=O)NC=N2. Cell line: EKVX. Synergy scores: CSS=8.12, Synergy_ZIP=-5.74, Synergy_Bliss=-3.26, Synergy_Loewe=-9.16, Synergy_HSA=-5.22. (3) Drug 1: C1CCC(CC1)NC(=O)N(CCCl)N=O. Drug 2: C1C(C(OC1N2C=NC(=NC2=O)N)CO)O. Cell line: SF-268. Synergy scores: CSS=15.3, Synergy_ZIP=3.27, Synergy_Bliss=5.31, Synergy_Loewe=0.887, Synergy_HSA=1.87. (4) Drug 1: CC1=C2C(C(=O)C3(C(CC4C(C3C(C(C2(C)C)(CC1OC(=O)C(C(C5=CC=CC=C5)NC(=O)OC(C)(C)C)O)O)OC(=O)C6=CC=CC=C6)(CO4)OC(=O)C)O)C)O. Drug 2: C1=CC=C(C(=C1)C(C2=CC=C(C=C2)Cl)C(Cl)Cl)Cl. Cell line: SNB-19. Synergy scores: CSS=19.8, Synergy_ZIP=1.72, Synergy_Bliss=5.95, Synergy_Loewe=1.38, Synergy_HSA=6.66. (5) Drug 1: CC1OCC2C(O1)C(C(C(O2)OC3C4COC(=O)C4C(C5=CC6=C(C=C35)OCO6)C7=CC(=C(C(=C7)OC)O)OC)O)O. Drug 2: CCCCCOC(=O)NC1=NC(=O)N(C=C1F)C2C(C(C(O2)C)O)O. Cell line: SNB-19. Synergy scores: CSS=23.8, Synergy_ZIP=-2.37, Synergy_Bliss=-4.30, Synergy_Loewe=-17.6, Synergy_HSA=-3.00.